This data is from Forward reaction prediction with 1.9M reactions from USPTO patents (1976-2016). The task is: Predict the product of the given reaction. (1) Given the reactants [C:1]([C:3]1[CH:4]=[C:5]([CH:10]=[CH:11][C:12]=1[OH:13])[C:6]([O:8][CH3:9])=[O:7])#[N:2].[C:14](=O)([O-])[O-].[K+].[K+].COS(=O)(=O)OC, predict the reaction product. The product is: [C:1]([C:3]1[CH:4]=[C:5]([CH:10]=[CH:11][C:12]=1[O:13][CH3:14])[C:6]([O:8][CH3:9])=[O:7])#[N:2]. (2) Given the reactants [CH3:1][C:2]1[C:7]([OH:8])=[CH:6][CH:5]=[C:4]([CH3:9])[N:3]=1.Cl[C:11]1[C:20]2[C:15](=[CH:16][C:17]([O:23][CH3:24])=[C:18]([O:21][CH3:22])[CH:19]=2)[N:14]=[CH:13][CH:12]=1, predict the reaction product. The product is: [CH3:1][C:2]1[C:7]([O:8][C:11]2[C:20]3[C:15](=[CH:16][C:17]([O:23][CH3:24])=[C:18]([O:21][CH3:22])[CH:19]=3)[N:14]=[CH:13][CH:12]=2)=[CH:6][CH:5]=[C:4]([CH3:9])[N:3]=1. (3) Given the reactants [CH3:1][C:2]1[C:3]([N+:11]([O-:13])=[O:12])=[C:4]([CH:8]=[CH:9][CH:10]=1)[CH2:5][CH2:6][OH:7].[S:14](Cl)([C:17]1[CH:23]=[CH:22][C:20]([CH3:21])=[CH:19][CH:18]=1)(=[O:16])=[O:15], predict the reaction product. The product is: [S:14]([C:17]1[CH:23]=[CH:22][C:20]([CH3:21])=[CH:19][CH:18]=1)([O:7][CH2:6][CH2:5][C:4]1[CH:8]=[CH:9][CH:10]=[C:2]([CH3:1])[C:3]=1[N+:11]([O-:13])=[O:12])(=[O:16])=[O:15]. (4) Given the reactants CC1[N:3]([C:8]2[N:13]=[CH:12][C:11]([C:14]([C:19]3[CH:24]=[CH:23][C:22]([O:25][CH3:26])=[CH:21][CH:20]=3)(O)[CH:15]([CH3:17])[CH3:16])=[CH:10][CH:9]=2)C(C)=CC=1.Cl.[OH-].[Na+], predict the reaction product. The product is: [CH3:26][O:25][C:22]1[CH:21]=[CH:20][C:19]([C:14]([C:11]2[CH:10]=[CH:9][C:8]([NH2:3])=[N:13][CH:12]=2)=[C:15]([CH3:17])[CH3:16])=[CH:24][CH:23]=1. (5) The product is: [CH:1]([O:4][C:5]([N:7]1[CH2:13][CH2:12][CH:11]=[C:10]([NH:26][CH2:25][C:24]2[CH:27]=[C:28]([C:30]([F:31])([F:32])[F:33])[CH:29]=[C:22]([C:21]([F:20])([F:34])[F:35])[CH:23]=2)[C:9]2[C:15]([F:19])=[CH:16][CH:17]=[CH:18][C:8]1=2)=[O:6])([CH3:3])[CH3:2]. Given the reactants [CH:1]([O:4][C:5]([N:7]1[CH2:13][CH2:12][CH2:11][C:10](=O)[C:9]2[C:15]([F:19])=[CH:16][CH:17]=[CH:18][C:8]1=2)=[O:6])([CH3:3])[CH3:2].[F:20][C:21]([F:35])([F:34])[C:22]1[CH:23]=[C:24]([CH:27]=[C:28]([C:30]([F:33])([F:32])[F:31])[CH:29]=1)[CH2:25][NH2:26], predict the reaction product. (6) The product is: [C:39]([C:36]1[N:34]2[N:35]=[C:30]([C:16]3[CH:17]=[C:12]([NH:11][S:8]([C:5]4[CH:4]=[CH:3][C:2]([F:1])=[CH:7][CH:6]=4)(=[O:9])=[O:10])[C:13]([O:27][CH3:28])=[N:14][CH:15]=3)[CH:31]=[CH:32][C:33]2=[N:38][CH:37]=1)#[N:40]. Given the reactants [F:1][C:2]1[CH:7]=[CH:6][C:5]([S:8]([NH:11][C:12]2[C:13]([O:27][CH3:28])=[N:14][CH:15]=[C:16](B3OC(C)(C)C(C)(C)O3)[CH:17]=2)(=[O:10])=[O:9])=[CH:4][CH:3]=1.Br[C:30]1[CH:31]=[CH:32][C:33]2[N:34]([C:36]([C:39]#[N:40])=[CH:37][N:38]=2)[N:35]=1.C(Cl)Cl.C([O-])([O-])=O.[Na+].[Na+], predict the reaction product. (7) The product is: [N:6]([C@@H:9]([C@@H:35]([C:42]1[CH:43]=[CH:44][C:45]([Cl:48])=[CH:46][CH:47]=1)[CH:36]1[CH2:37][CH2:38][O:39][CH2:40][CH2:41]1)[C:10]([NH:12][C:13]1[CH:18]=[CH:17][CH:16]=[C:15]([F:19])[C:14]=1[CH2:20][CH2:21][C@H:22]([NH:23][S:25]([C:28]1[CH:33]=[CH:32][C:31]([F:34])=[CH:30][CH:29]=1)(=[O:27])=[O:26])[CH2:24][NH:1][CH2:2][C@@H:3]([OH:5])[CH3:4])=[O:11])=[N+:7]=[N-:8]. Given the reactants [NH2:1][CH2:2][C@@H:3]([OH:5])[CH3:4].[N:6]([C@@H:9]([C@@H:35]([C:42]1[CH:47]=[CH:46][C:45]([Cl:48])=[CH:44][CH:43]=1)[CH:36]1[CH2:41][CH2:40][O:39][CH2:38][CH2:37]1)[C:10]([NH:12][C:13]1[CH:18]=[CH:17][CH:16]=[C:15]([F:19])[C:14]=1[CH2:20][CH2:21][CH:22]1[CH2:24][N@@:23]1[S:25]([C:28]1[CH:33]=[CH:32][C:31]([F:34])=[CH:30][CH:29]=1)(=[O:27])=[O:26])=[O:11])=[N+:7]=[N-:8], predict the reaction product.